Dataset: Full USPTO retrosynthesis dataset with 1.9M reactions from patents (1976-2016). Task: Predict the reactants needed to synthesize the given product. (1) The reactants are: [NH:1]1[C:5]([C:6]2[CH:7]=[C:8]([CH:10]=[CH:11][CH:12]=2)[NH2:9])=[N:4][N:3]=[N:2]1.[F:13][C:14]1[CH:15]=[C:16]([C:23](O)=[O:24])[C:17]2[NH:21][CH:20]=[N:19][C:18]=2[CH:22]=1. Given the product [NH:4]1[C:5]([C:6]2[CH:7]=[C:8]([NH:9][C:23]([C:16]3[C:17]4[NH:21][CH:20]=[N:19][C:18]=4[CH:22]=[C:14]([F:13])[CH:15]=3)=[O:24])[CH:10]=[CH:11][CH:12]=2)=[N:1][N:2]=[N:3]1, predict the reactants needed to synthesize it. (2) Given the product [CH:18]1[C:13]([C:1]2[CH:6]=[CH:5][C:4]3[C:7]([O:9][C:10](=[O:11])[C:3]=3[CH:2]=2)=[O:8])=[CH:14][C:15]2[C:22]([O:24][C:19](=[O:21])[C:16]=2[CH:17]=1)=[O:23], predict the reactants needed to synthesize it. The reactants are: [C:1]1([C:13]2[CH:18]=[CH:17][C:16]([C:19]([OH:21])=O)=[C:15]([C:22]([OH:24])=[O:23])[CH:14]=2)[CH:6]=[CH:5][C:4]([C:7]([OH:9])=[O:8])=[C:3]([C:10](O)=[O:11])[CH:2]=1. (3) Given the product [CH:38]1([C:23]2[C:22]3[C:26](=[CH:27][CH:28]=[CH:29][C:21]=3[NH:20][C:18]([C:15]3[N:12]4[CH:13]=[CH:14][C:9]([OH:8])=[CH:10][C:11]4=[N:17][CH:16]=3)=[O:19])[N:25]([CH2:30][C:31]3[CH:36]=[CH:35][CH:34]=[C:33]([CH3:37])[N:32]=3)[N:24]=2)[CH2:40][CH2:39]1, predict the reactants needed to synthesize it. The reactants are: C([O:8][C:9]1[CH:14]=[CH:13][N:12]2[C:15]([C:18]([NH:20][C:21]3[CH:29]=[CH:28][CH:27]=[C:26]4[C:22]=3[C:23]([CH:38]3[CH2:40][CH2:39]3)=[N:24][N:25]4[CH2:30][C:31]3[CH:36]=[CH:35][CH:34]=[C:33]([CH3:37])[N:32]=3)=[O:19])=[CH:16][N:17]=[C:11]2[CH:10]=1)C1C=CC=CC=1.[H][H]. (4) Given the product [Cl:29][C:26]1[CH:27]=[CH:28][C:23]([C:22]2[O:19][C:18]([C:16]3[CH:15]=[CH:14][C:12]4[N:13]=[C:9]([C:3]5[C:4]([Cl:8])=[CH:5][CH:6]=[CH:7][C:2]=5[Cl:1])[NH:10][C:11]=4[CH:17]=3)=[N:20][N:21]=2)=[CH:24][CH:25]=1, predict the reactants needed to synthesize it. The reactants are: [Cl:1][C:2]1[CH:7]=[CH:6][CH:5]=[C:4]([Cl:8])[C:3]=1[C:9]1[NH:10][C:11]2[CH:17]=[C:16]([C:18]([NH:20][NH:21][C:22](=O)[C:23]3[CH:28]=[CH:27][C:26]([Cl:29])=[CH:25][CH:24]=3)=[O:19])[CH:15]=[CH:14][C:12]=2[N:13]=1.CC[N+](S(N=C(OC)[O-])(=O)=O)(CC)CC. (5) Given the product [Br:23][C:24]1[CH:29]=[CH:28][C:27]([S:30]([N:9]2[CH:10]([C:12]([O:14][CH3:15])=[O:13])[CH2:11][C:3]3[C:4](=[N:5][CH:6]=[CH:7][N:2]=3)[CH2:8]2)(=[O:32])=[O:31])=[CH:26][CH:25]=1, predict the reactants needed to synthesize it. The reactants are: Cl.[N:2]1[CH:7]=[CH:6][N:5]=[C:4]2[CH2:8][NH:9][CH:10]([C:12]([O:14][CH3:15])=[O:13])[CH2:11][C:3]=12.C(N(CC)CC)C.[Br:23][C:24]1[CH:29]=[CH:28][C:27]([S:30](Cl)(=[O:32])=[O:31])=[CH:26][CH:25]=1.C(O)(=O)CC(CC(O)=O)(C(O)=O)O. (6) Given the product [CH:3]1[C:4]([OH:11])=[CH:5][C:6]2[C:7]([CH2:26][CH2:25][NH2:24])=[CH:8][NH:9][C:1]=2[CH:2]=1, predict the reactants needed to synthesize it. The reactants are: [CH:1]1[C:6]([C@@H:7](O)[CH2:8][NH2:9])=[CH:5][C:4]([OH:11])=[C:3](O)[CH:2]=1.C(O)(C(O)=O)C(O)C(O)=O.C[NH:24][CH2:25][CH:26](C1C=CC(O)=C(O)C=1)O. (7) Given the product [CH3:1][O:2][C:3]1[CH:4]=[CH:5][C:6]([CH2:9][C@H:10]([NH:12][CH2:13][C:14]2[CH:19]=[CH:18][CH:17]=[CH:16][CH:15]=2)[CH3:11])=[CH:7][CH:8]=1, predict the reactants needed to synthesize it. The reactants are: [CH3:1][O:2][C:3]1[CH:8]=[CH:7][C:6]([CH2:9][CH:10]([NH:12][CH2:13][C:14]2[CH:19]=[CH:18][CH:17]=[CH:16][CH:15]=2)[CH3:11])=[CH:5][CH:4]=1.C(O)(=O)[C@H](C1C=CC=CC=1)O.